From a dataset of Forward reaction prediction with 1.9M reactions from USPTO patents (1976-2016). Predict the product of the given reaction. (1) Given the reactants [F:1][CH2:2][C@@H:3]1[C@@H:7]([C:8]2[CH:13]=[CH:12][C:11]([C:14]#[C:15][Si](C)(C)C)=[CH:10][CH:9]=2)[O:6][C:5]([CH3:21])([CH3:20])[N:4]1[C:22]([O:24][C:25]([CH3:28])([CH3:27])[CH3:26])=[O:23].C(=O)=O.CC(C)=O.[F-].C([N+](CCCC)(CCCC)CCCC)CCC, predict the reaction product. The product is: [C:14]([C:11]1[CH:10]=[CH:9][C:8]([C@H:7]2[O:6][C:5]([CH3:21])([CH3:20])[N:4]([C:22]([O:24][C:25]([CH3:28])([CH3:27])[CH3:26])=[O:23])[C@@H:3]2[CH2:2][F:1])=[CH:13][CH:12]=1)#[CH:15]. (2) Given the reactants [C:1]([C:5]1[CH:10]=[CH:9][C:8]([N:11]2[CH2:20][CH2:19][C:18]3[C:13](=[C:14]([N+:21]([O-])=O)[CH:15]=[CH:16][CH:17]=3)[C:12]2=[O:24])=[CH:7][CH:6]=1)([CH3:4])([CH3:3])[CH3:2], predict the reaction product. The product is: [NH2:21][C:14]1[CH:15]=[CH:16][CH:17]=[C:18]2[C:13]=1[C:12](=[O:24])[N:11]([C:8]1[CH:9]=[CH:10][C:5]([C:1]([CH3:4])([CH3:3])[CH3:2])=[CH:6][CH:7]=1)[CH2:20][CH2:19]2. (3) The product is: [CH2:1]([O:8][C:9]([NH:11][C:12]([C:14]1[CH:19]=[CH:18][C:17]([NH:20][CH:21]([C:26]2[CH:31]=[CH:30][C:29]([O:32][CH:33]([CH3:34])[CH3:35])=[C:28]([O:36][CH2:37][CH3:38])[CH:27]=2)[C:22]([OH:24])=[O:23])=[CH:16][CH:15]=1)=[NH:13])=[O:10])[C:2]1[CH:7]=[CH:6][CH:5]=[CH:4][CH:3]=1. Given the reactants [CH2:1]([O:8][C:9]([NH:11][C:12]([C:14]1[CH:19]=[CH:18][C:17]([NH:20][CH:21]([C:26]2[CH:31]=[CH:30][C:29]([O:32][CH:33]([CH3:35])[CH3:34])=[C:28]([O:36][CH2:37][CH3:38])[CH:27]=2)[C:22]([O:24]C)=[O:23])=[CH:16][CH:15]=1)=[NH:13])=[O:10])[C:2]1[CH:7]=[CH:6][CH:5]=[CH:4][CH:3]=1.[OH-].[Li+].CO, predict the reaction product. (4) Given the reactants C(OC(=O)[NH:10][C:11]1[CH:16]=[CH:15][N:14]([CH2:17][CH2:18][C:19]#[C:20][C:21]2[N:22]=[N:23][C:24]([NH:27][C:28](=[O:36])[CH2:29][C:30]3[CH:35]=[CH:34][CH:33]=[CH:32][CH:31]=3)=[CH:25][CH:26]=2)[C:13](=[O:37])[N:12]=1)C1C=CC=CC=1, predict the reaction product. The product is: [NH2:10][C:11]1[CH:16]=[CH:15][N:14]([CH2:17][CH2:18][CH2:19][CH2:20][C:21]2[N:22]=[N:23][C:24]([NH:27][C:28](=[O:36])[CH2:29][C:30]3[CH:31]=[CH:32][CH:33]=[CH:34][CH:35]=3)=[CH:25][CH:26]=2)[C:13](=[O:37])[N:12]=1. (5) Given the reactants [C:1]1([C:23]2[CH:28]=[CH:27][CH:26]=[CH:25][CH:24]=2)[CH:6]=[CH:5][C:4]([CH2:7][C@@H:8]([NH:15][C:16]([O:18][C:19]([CH3:22])([CH3:21])[CH3:20])=[O:17])[CH2:9][C@@H:10]([CH3:14])[C:11]([OH:13])=[O:12])=[CH:3][CH:2]=1.[C:29](Cl)(=O)[C:30]([CH3:33])(C)[CH3:31].[CH2:36](N(CC)CC)[CH3:37].C(O)(=O)CC(CC(O)=O)(C(O)=O)O, predict the reaction product. The product is: [CH2:36]([O:13][C:11](=[O:12])[C@H:10]([CH3:14])[CH2:9][C@H:8]([NH:15][C:16](=[O:18])[C:30]([CH3:33])([CH3:31])[CH3:29])[CH2:7][C:4]1[CH:5]=[CH:6][C:1]([C:23]2[CH:28]=[CH:27][CH:26]=[CH:25][CH:24]=2)=[CH:2][CH:3]=1)[CH3:37].[C:1]1([C:23]2[CH:24]=[CH:25][CH:26]=[CH:27][CH:28]=2)[CH:2]=[CH:3][C:4]([CH2:7][C@@H:8]([NH:15][C:16]([O:18][C:19]([CH3:22])([CH3:20])[CH3:21])=[O:17])[CH2:9][C@@H:10]([CH3:14])[C:11]([OH:13])=[O:12])=[CH:5][CH:6]=1. (6) Given the reactants [F:1][C:2]1([F:28])[CH2:5][N:4]([CH:6]2[CH2:11][CH2:10][CH:9]([C:12]3[C:20]4[C:15](=[CH:16][CH:17]=[CH:18][CH:19]=4)[N:14]([C:21]4[CH:27]=[CH:26][C:24]([NH2:25])=[CH:23][CH:22]=4)[CH:13]=3)[CH2:8][CH2:7]2)[CH2:3]1.O=C(Cl)[O:31][C:32](Cl)(Cl)Cl.C(N(CC)CC)C.[N:44]1[CH:49]=[CH:48][CH:47]=[C:46]([CH2:50][NH2:51])[CH:45]=1, predict the reaction product. The product is: [F:28][C:2]1([F:1])[CH2:5][N:4]([CH:6]2[CH2:11][CH2:10][CH:9]([C:12]3[C:20]4[C:15](=[CH:16][CH:17]=[CH:18][CH:19]=4)[N:14]([C:21]4[CH:27]=[CH:26][C:24]([NH:25][C:32]([NH:51][CH2:50][C:46]5[CH:45]=[N:44][CH:49]=[CH:48][CH:47]=5)=[O:31])=[CH:23][CH:22]=4)[CH:13]=3)[CH2:8][CH2:7]2)[CH2:3]1.